Dataset: Full USPTO retrosynthesis dataset with 1.9M reactions from patents (1976-2016). Task: Predict the reactants needed to synthesize the given product. (1) Given the product [CH2:57]([N:3]([CH2:1][CH3:2])[C:4]1[CH:9]=[CH:8][C:7]([NH:10][C:11]([C:13]2[CH:14]=[C:15]([CH:34]=[CH:35][CH:36]=2)[C:16]([N:18]([CH2:20][CH2:21][N:22]2[CH2:26][CH2:25][CH2:24][C@H:23]2[C:27]([OH:29])=[O:28])[CH3:19])=[O:17])=[O:12])=[C:6]([C:37]2[CH:42]=[C:41]([C:43](=[O:56])[NH:44][CH2:45][C:46]3[CH:51]=[CH:50][CH:49]=[C:48]([C:52]([F:55])([F:53])[F:54])[CH:47]=3)[CH:40]=[CH:39][N:38]=2)[CH:5]=1)[CH3:58], predict the reactants needed to synthesize it. The reactants are: [CH2:1]([N:3]([CH2:57][CH3:58])[C:4]1[CH:9]=[CH:8][C:7]([NH:10][C:11]([C:13]2[CH:14]=[C:15]([CH:34]=[CH:35][CH:36]=2)[C:16]([N:18]([CH2:20][CH2:21][N:22]2[CH2:26][CH2:25][CH2:24][C@H:23]2[C:27]([O:29]C(C)(C)C)=[O:28])[CH3:19])=[O:17])=[O:12])=[C:6]([C:37]2[CH:42]=[C:41]([C:43](=[O:56])[NH:44][CH2:45][C:46]3[CH:51]=[CH:50][CH:49]=[C:48]([C:52]([F:55])([F:54])[F:53])[CH:47]=3)[CH:40]=[CH:39][N:38]=2)[CH:5]=1)[CH3:2].Cl. (2) Given the product [F:1][C:2]1[CH:3]=[C:4]2[C:5]([CH:8]=[C:9]([CH3:10])[NH:12]2)=[CH:6][CH:7]=1, predict the reactants needed to synthesize it. The reactants are: [F:1][C:2]1[CH:7]=[CH:6][C:5]([CH2:8][C:9](=O)[CH3:10])=[C:4]([N+:12]([O-])=O)[CH:3]=1.C(OCCO)C.[H][H]. (3) Given the product [S:14]1[C:15]2[C:16](=[N:17][CH:18]=[CH:19][CH:20]=2)[N:21]=[C:13]1[O:12][C:10]1[CH:9]=[CH:8][C:7]2[C:3]([CH2:2][N:35]3[CH:28]4[CH2:34][CH2:33][CH:32]3[CH2:31][N:30]([C:36](=[O:38])[CH3:37])[CH2:29]4)=[CH:4][O:5][C:6]=2[CH:11]=1, predict the reactants needed to synthesize it. The reactants are: Cl[CH2:2][C:3]1[C:7]2[CH:8]=[CH:9][C:10]([O:12][C:13]3[S:14][C:15]4[C:16]([N:21]=3)=[N:17][CH:18]=[CH:19][CH:20]=4)=[CH:11][C:6]=2[O:5][CH:4]=1.C([O-])([O-])=O.[K+].[K+].[CH:28]12[NH:35][CH:32]([CH2:33][CH2:34]1)[CH2:31][N:30]([C:36](=[O:38])[CH3:37])[CH2:29]2. (4) Given the product [Br:43][C:44]1[CH:45]=[CH:46][CH:47]=[CH:48][C:15]=1[CH2:14][N:12]1[N:11]=[C:9]2[N:10]=[C:5]([C:1]([CH3:2])([CH3:3])[CH3:4])[N:6]=[C:7]([N:16]3[CH2:20][CH2:19][C:18]([F:21])([F:22])[CH2:17]3)[C:8]2=[N:13]1, predict the reactants needed to synthesize it. The reactants are: [C:1]([C:5]1[N:6]=[C:7]([N:16]2[CH2:20][CH2:19][C:18]([F:22])([F:21])[CH2:17]2)[C:8]2[C:9](=[N:11][N:12]([CH2:14][CH3:15])[N:13]=2)[N:10]=1)([CH3:4])([CH3:3])[CH3:2].C(C1N=C(N2CCC(F)(F)C2)C2N=NNC=2N=1)(C)(C)C.[Br:43][C:44]1C=[CH:48][CH:47]=[CH:46][C:45]=1CBr. (5) Given the product [F:1][C:2]1[CH:3]=[C:4]([C:8]2[CH:9]=[CH:10][C:11](=[O:17])[N:12]([CH2:14][CH2:15][O:16][C:19]3[C:28]4[C:23](=[CH:24][C:25]([O:29][CH3:30])=[CH:26][CH:27]=4)[N:22]=[CH:21][CH:20]=3)[CH:13]=2)[CH:5]=[CH:6][CH:7]=1, predict the reactants needed to synthesize it. The reactants are: [F:1][C:2]1[CH:3]=[C:4]([C:8]2[CH:9]=[CH:10][C:11](=[O:17])[N:12]([CH2:14][CH2:15][OH:16])[CH:13]=2)[CH:5]=[CH:6][CH:7]=1.Cl[C:19]1[C:28]2[C:23](=[CH:24][C:25]([O:29][CH3:30])=[CH:26][CH:27]=2)[N:22]=[CH:21][CH:20]=1.C(=O)([O-])[O-].[Cs+].[Cs+].C(P(C(C)(C)C)C1C=CC2C(=CC=CC=2)C=1C1C2C(=CC=CC=2)C=CC=1)(C)(C)C. (6) Given the product [C:21]1([CH3:22])[CH:23]=[CH:24][C:18]([S:15]([O:7][CH2:6][CH2:5][CH2:4][N:1]=[N+:2]=[N-:3])(=[O:17])=[O:16])=[CH:19][CH:20]=1, predict the reactants needed to synthesize it. The reactants are: [N:1]([CH2:4][CH2:5][CH2:6][OH:7])=[N+:2]=[N-:3].C(N(CC)CC)C.[S:15](Cl)([C:18]1[CH:24]=[CH:23][C:21]([CH3:22])=[CH:20][CH:19]=1)(=[O:17])=[O:16]. (7) The reactants are: [Cl:1][C:2]1[CH:31]=[C:30]([Cl:32])[CH:29]=[CH:28][C:3]=1[O:4][C:5]1[CH:10]=[CH:9][CH:8]=[CH:7][C:6]=1[NH:11][S:12]([C:15]1[CH:27]=[CH:26][C:18]([C:19]([NH:21][CH2:22][C:23](O)=[O:24])=[O:20])=[CH:17][CH:16]=1)(=[O:14])=[O:13].Cl.Cl.[CH3:35][O:36][C:37](=[O:46])[C@H:38]([CH2:40][C:41]1[N:45]=[CH:44][NH:43][CH:42]=1)[NH2:39]. Given the product [CH3:35][O:36][C:37](=[O:46])[C@@H:38]([NH:39][C:23](=[O:24])[CH2:22][NH:21][C:19](=[O:20])[C:18]1[CH:17]=[CH:16][C:15]([S:12](=[O:14])(=[O:13])[NH:11][C:6]2[CH:7]=[CH:8][CH:9]=[CH:10][C:5]=2[O:4][C:3]2[CH:28]=[CH:29][C:30]([Cl:32])=[CH:31][C:2]=2[Cl:1])=[CH:27][CH:26]=1)[CH2:40][C:41]1[N:45]=[CH:44][NH:43][CH:42]=1, predict the reactants needed to synthesize it.